Predict which catalyst facilitates the given reaction. From a dataset of Catalyst prediction with 721,799 reactions and 888 catalyst types from USPTO. Reactant: Br[C:2]1[CH:11]=[CH:10][CH:9]=[C:8]2[C:3]=1[CH:4]=[CH:5][N:6]=[CH:7]2.[NH2:12][C@@H:13]1[CH2:17][CH2:16][N:15]([C:18]([O:20][C:21]([CH3:24])([CH3:23])[CH3:22])=[O:19])[CH2:14]1.C1C=CC(P(C2C(C3C(P(C4C=CC=CC=4)C4C=CC=CC=4)=CC=C4C=3C=CC=C4)=C3C(C=CC=C3)=CC=2)C2C=CC=CC=2)=CC=1.C(=O)([O-])[O-].[Cs+].[Cs+]. Product: [CH:7]1[C:8]2[C:3](=[C:2]([NH:12][C@@H:13]3[CH2:17][CH2:16][N:15]([C:18]([O:20][C:21]([CH3:24])([CH3:23])[CH3:22])=[O:19])[CH2:14]3)[CH:11]=[CH:10][CH:9]=2)[CH:4]=[CH:5][N:6]=1. The catalyst class is: 164.